This data is from NCI-60 drug combinations with 297,098 pairs across 59 cell lines. The task is: Regression. Given two drug SMILES strings and cell line genomic features, predict the synergy score measuring deviation from expected non-interaction effect. (1) Drug 1: CC1OCC2C(O1)C(C(C(O2)OC3C4COC(=O)C4C(C5=CC6=C(C=C35)OCO6)C7=CC(=C(C(=C7)OC)O)OC)O)O. Drug 2: CC1CCC2CC(C(=CC=CC=CC(CC(C(=O)C(C(C(=CC(C(=O)CC(OC(=O)C3CCCCN3C(=O)C(=O)C1(O2)O)C(C)CC4CCC(C(C4)OC)OCCO)C)C)O)OC)C)C)C)OC. Cell line: NCI-H226. Synergy scores: CSS=24.4, Synergy_ZIP=-2.18, Synergy_Bliss=2.45, Synergy_Loewe=6.44, Synergy_HSA=7.27. (2) Drug 1: C1CCN(CC1)CCOC2=CC=C(C=C2)C(=O)C3=C(SC4=C3C=CC(=C4)O)C5=CC=C(C=C5)O. Drug 2: CC1CCCC2(C(O2)CC(NC(=O)CC(C(C(=O)C(C1O)C)(C)C)O)C(=CC3=CSC(=N3)C)C)C. Cell line: U251. Synergy scores: CSS=7.96, Synergy_ZIP=-2.82, Synergy_Bliss=-2.93, Synergy_Loewe=-12.1, Synergy_HSA=-4.29. (3) Drug 1: CS(=O)(=O)OCCCCOS(=O)(=O)C. Drug 2: CC1=C(C(=O)C2=C(C1=O)N3CC4C(C3(C2COC(=O)N)OC)N4)N. Cell line: HCT-15. Synergy scores: CSS=46.5, Synergy_ZIP=-8.96, Synergy_Bliss=-6.09, Synergy_Loewe=-26.1, Synergy_HSA=-6.53. (4) Drug 1: C#CCC(CC1=CN=C2C(=N1)C(=NC(=N2)N)N)C3=CC=C(C=C3)C(=O)NC(CCC(=O)O)C(=O)O. Drug 2: C1CC(=O)NC(=O)C1N2C(=O)C3=CC=CC=C3C2=O. Cell line: SF-295. Synergy scores: CSS=-2.41, Synergy_ZIP=12.3, Synergy_Bliss=5.84, Synergy_Loewe=0.454, Synergy_HSA=0.627. (5) Synergy scores: CSS=1.67, Synergy_ZIP=-0.861, Synergy_Bliss=0.987, Synergy_Loewe=0.345, Synergy_HSA=0.572. Drug 2: CC1=C(C=C(C=C1)C(=O)NC2=CC(=CC(=C2)C(F)(F)F)N3C=C(N=C3)C)NC4=NC=CC(=N4)C5=CN=CC=C5. Cell line: UACC62. Drug 1: CCC1(CC2CC(C3=C(CCN(C2)C1)C4=CC=CC=C4N3)(C5=C(C=C6C(=C5)C78CCN9C7C(C=CC9)(C(C(C8N6C)(C(=O)OC)O)OC(=O)C)CC)OC)C(=O)OC)O.OS(=O)(=O)O. (6) Drug 1: CC1C(C(=O)NC(C(=O)N2CCCC2C(=O)N(CC(=O)N(C(C(=O)O1)C(C)C)C)C)C(C)C)NC(=O)C3=C4C(=C(C=C3)C)OC5=C(C(=O)C(=C(C5=N4)C(=O)NC6C(OC(=O)C(N(C(=O)CN(C(=O)C7CCCN7C(=O)C(NC6=O)C(C)C)C)C)C(C)C)C)N)C. Drug 2: CC1=C2C(C(=O)C3(C(CC4C(C3C(C(C2(C)C)(CC1OC(=O)C(C(C5=CC=CC=C5)NC(=O)C6=CC=CC=C6)O)O)OC(=O)C7=CC=CC=C7)(CO4)OC(=O)C)O)C)OC(=O)C. Cell line: A549. Synergy scores: CSS=13.6, Synergy_ZIP=3.27, Synergy_Bliss=5.87, Synergy_Loewe=-1.49, Synergy_HSA=0.222. (7) Drug 1: CC1OCC2C(O1)C(C(C(O2)OC3C4COC(=O)C4C(C5=CC6=C(C=C35)OCO6)C7=CC(=C(C(=C7)OC)O)OC)O)O. Drug 2: CC(C1=C(C=CC(=C1Cl)F)Cl)OC2=C(N=CC(=C2)C3=CN(N=C3)C4CCNCC4)N. Cell line: DU-145. Synergy scores: CSS=20.2, Synergy_ZIP=-0.382, Synergy_Bliss=-0.323, Synergy_Loewe=-7.02, Synergy_HSA=-1.16.